This data is from Peptide-MHC class I binding affinity with 185,985 pairs from IEDB/IMGT. The task is: Regression. Given a peptide amino acid sequence and an MHC pseudo amino acid sequence, predict their binding affinity value. This is MHC class I binding data. (1) The peptide sequence is QLFKPLTKK. The MHC is HLA-A11:01 with pseudo-sequence HLA-A11:01. The binding affinity (normalized) is 0.480. (2) The peptide sequence is FPDIPVNNNI. The MHC is HLA-B54:01 with pseudo-sequence HLA-B54:01. The binding affinity (normalized) is 0.608.